The task is: Predict which catalyst facilitates the given reaction.. This data is from Catalyst prediction with 721,799 reactions and 888 catalyst types from USPTO. (1) Reactant: [Cl:1][C:2]1[CH:7]=[CH:6][C:5](/[CH:8]=[CH:9]/[C:10]([OH:12])=O)=[C:4]([CH2:13][N:14]2[N:18]=[N:17][C:16]([CH3:19])=[N:15]2)[CH:3]=1.[CH3:20][NH:21][CH2:22][CH:23]1[CH2:28][CH2:27][N:26]([C:29]([O:31][C:32]([CH3:35])([CH3:34])[CH3:33])=[O:30])[CH2:25][CH2:24]1.CCN(C(C)C)C(C)C.C(P1(=O)OP(CCC)(=O)OP(CCC)(=O)O1)CC. Product: [Cl:1][C:2]1[CH:7]=[CH:6][C:5](/[CH:8]=[CH:9]/[C:10]([N:21]([CH2:22][CH:23]2[CH2:24][CH2:25][N:26]([C:29]([O:31][C:32]([CH3:35])([CH3:34])[CH3:33])=[O:30])[CH2:27][CH2:28]2)[CH3:20])=[O:12])=[C:4]([CH2:13][N:14]2[N:18]=[N:17][C:16]([CH3:19])=[N:15]2)[CH:3]=1. The catalyst class is: 3. (2) Reactant: C(N(CC)CC)C.[C:8]([C:10]1[CH:18]=[CH:17][C:13]([C:14]([OH:16])=O)=[C:12]([F:19])[CH:11]=1)#[N:9].F[P-](F)(F)(F)(F)F.C[N+](C)=C(N(C)C)ON1C2N=CC=CC=2N=N1.[OH:44][CH2:45][CH:46]1[NH:51][CH2:50][CH2:49][N:48]([C:52]([O:54][C:55]([CH3:58])([CH3:57])[CH3:56])=[O:53])[CH2:47]1. Product: [C:8]([C:10]1[CH:18]=[CH:17][C:13]([C:14]([N:51]2[CH2:50][CH2:49][N:48]([C:52]([O:54][C:55]([CH3:56])([CH3:57])[CH3:58])=[O:53])[CH2:47][CH:46]2[CH2:45][OH:44])=[O:16])=[C:12]([F:19])[CH:11]=1)#[N:9]. The catalyst class is: 299. (3) Reactant: Cl[CH2:2][CH2:3][CH2:4][C:5]#[C:6][CH2:7][CH2:8][CH2:9][CH2:10][CH3:11].[Br-:12].[Li+].CCOCC. Product: [Br:12][CH2:2][CH2:3][CH2:4][C:5]#[C:6][CH2:7][CH2:8][CH2:9][CH2:10][CH3:11]. The catalyst class is: 1. (4) Reactant: [Mg].Br[CH2:3][CH2:4][CH2:5][CH2:6]Br.[CH:8]12[O:14][CH:11]([CH2:12][CH2:13]1)[CH2:10][CH:9]2[C:15]([O:17]C)=O.[Cl-].[NH4+]. Product: [CH:8]12[O:14][CH:11]([CH2:12][CH2:13]1)[CH2:10][CH:9]2[C:15]1([OH:17])[CH2:6][CH2:5][CH2:4][CH2:3]1. The catalyst class is: 7. (5) Product: [C:4]([O:3][C:1]([N:8]1[C:13](=[O:17])[CH2:12][CH2:11][C@H:10]([C:14]([OH:16])=[O:15])[CH2:9]1)=[O:2])([CH3:7])([CH3:6])[CH3:5]. The catalyst class is: 25. Reactant: [C:1]([N:8]1[CH2:13][CH2:12][CH2:11][C@@H:10]([C:14]([OH:16])=[O:15])[CH2:9]1)([O:3][C:4]([CH3:7])([CH3:6])[CH3:5])=[O:2].[OH2:17]. (6) Reactant: [CH3:1][C:2]1[N:6]=[CH:5][N:4]([C:7]2[CH:12]=[CH:11][C:10]([N+:13]([O-])=O)=[CH:9][CH:8]=2)[N:3]=1. Product: [CH3:1][C:2]1[N:6]=[CH:5][N:4]([C:7]2[CH:12]=[CH:11][C:10]([NH2:13])=[CH:9][CH:8]=2)[N:3]=1. The catalyst class is: 19. (7) Reactant: [H-].[Na+].[C:3]([C:5]1[C:10]([C:11]2[NH:15][CH:14]=[C:13]([CH2:16][N:17]([CH3:25])[C:18](=[O:24])[O:19][C:20]([CH3:23])([CH3:22])[CH3:21])[C:12]=2[F:26])=[CH:9][CH:8]=[CH:7][N:6]=1)#[N:4].C1OCCOCCOCCOCCOC1.[N:42]1[CH:47]=[CH:46][CH:45]=[C:44]([S:48](Cl)(=[O:50])=[O:49])[CH:43]=1. Product: [C:3]([C:5]1[C:10]([C:11]2[N:15]([S:48]([C:44]3[CH:43]=[N:42][CH:47]=[CH:46][CH:45]=3)(=[O:50])=[O:49])[CH:14]=[C:13]([CH2:16][N:17]([CH3:25])[C:18](=[O:24])[O:19][C:20]([CH3:22])([CH3:23])[CH3:21])[C:12]=2[F:26])=[CH:9][CH:8]=[CH:7][N:6]=1)#[N:4]. The catalyst class is: 30. (8) Reactant: [CH2:1]([O:8][C:9]([N:11]1[CH2:16][CH2:15][N:14]([C:17]2[CH:22]=[CH:21][CH:20]=[C:19]([C:23]3[CH:24]=[N:25][N:26]4[C:31]([NH2:32])=[C:30]([C:33]5[CH:38]=[CH:37][C:36]([N+:39]([O-])=O)=[CH:35][CH:34]=5)[CH:29]=[N:28][C:27]=34)[CH:18]=2)[CH2:13][CH2:12]1)=[O:10])[C:2]1[CH:7]=[CH:6][CH:5]=[CH:4][CH:3]=1.O.[Sn](Cl)Cl. Product: [CH2:1]([O:8][C:9]([N:11]1[CH2:16][CH2:15][N:14]([C:17]2[CH:22]=[CH:21][CH:20]=[C:19]([C:23]3[CH:24]=[N:25][N:26]4[C:31]([NH2:32])=[C:30]([C:33]5[CH:38]=[CH:37][C:36]([NH2:39])=[CH:35][CH:34]=5)[CH:29]=[N:28][C:27]=34)[CH:18]=2)[CH2:13][CH2:12]1)=[O:10])[C:2]1[CH:7]=[CH:6][CH:5]=[CH:4][CH:3]=1. The catalyst class is: 7. (9) The catalyst class is: 17. Product: [O:21]1[CH2:22][CH2:23][CH:18]([O:17][CH2:16][C@@H:15]([C:24]([O:26][CH3:27])=[O:25])[NH:14][C:12]([C:3]2[C:2]([NH:1][C:29]([NH:28][C:31]3[C:32]([CH3:39])=[CH:33][C:34]([CH3:38])=[CH:35][C:36]=3[CH3:37])=[O:30])=[CH:11][C:10]3[C:5](=[CH:6][CH:7]=[CH:8][CH:9]=3)[CH:4]=2)=[O:13])[CH2:19][CH2:20]1. Reactant: [NH2:1][C:2]1[C:3]([C:12]([NH:14][C@H:15]([C:24]([O:26][CH3:27])=[O:25])[CH2:16][O:17][CH:18]2[CH2:23][CH2:22][O:21][CH2:20][CH2:19]2)=[O:13])=[CH:4][C:5]2[C:10]([CH:11]=1)=[CH:9][CH:8]=[CH:7][CH:6]=2.[N:28]([C:31]1[C:36]([CH3:37])=[CH:35][C:34]([CH3:38])=[CH:33][C:32]=1[CH3:39])=[C:29]=[O:30].